From a dataset of Full USPTO retrosynthesis dataset with 1.9M reactions from patents (1976-2016). Predict the reactants needed to synthesize the given product. (1) Given the product [OH:18][C:15]1[CH:16]=[CH:17][C:12]([CH:6]([C:2]2[O:1][CH:5]=[CH:4][N:3]=2)[CH2:7][C:8]([O:10][CH3:11])=[O:9])=[CH:13][CH:14]=1, predict the reactants needed to synthesize it. The reactants are: [O:1]1[CH:5]=[CH:4][N:3]=[C:2]1[CH:6]([C:12]1[CH:17]=[CH:16][C:15]([O:18]C2CCCCO2)=[CH:14][CH:13]=1)[CH2:7][C:8]([O:10][CH3:11])=[O:9].O.C1(C)C=CC(S(O)(=O)=O)=CC=1. (2) The reactants are: S(Cl)(Cl)=O.[CH2:5]([N:7]1[C:11]2=[N:12][C:13]([CH2:25][CH3:26])=[C:14]([CH2:23]O)[C:15]([NH:16][CH:17]3[CH2:22][CH2:21][O:20][CH2:19][CH2:18]3)=[C:10]2[CH:9]=[N:8]1)[CH3:6].[N-:27]=[N+:28]=[N-:29].[Na+].C(=O)(O)[O-].[Na+]. Given the product [N:27]([CH2:23][C:14]1[C:13]([CH2:25][CH3:26])=[N:12][C:11]2[N:7]([CH2:5][CH3:6])[N:8]=[CH:9][C:10]=2[C:15]=1[NH:16][CH:17]1[CH2:22][CH2:21][O:20][CH2:19][CH2:18]1)=[N+:28]=[N-:29], predict the reactants needed to synthesize it. (3) Given the product [O:1]1[C:5]2[CH:6]=[CH:7][CH:8]=[CH:9][C:4]=2[CH:3]=[C:2]1[CH:10]([C:33]1[CH:38]=[CH:37][CH:36]=[CH:35][C:34]=1[S:39][CH3:40])[NH:11][S:12]([C:15]1[CH:25]=[CH:24][C:18]2[O:19][CH2:20][CH2:21][CH2:22][O:23][C:17]=2[CH:16]=1)(=[O:13])=[O:14], predict the reactants needed to synthesize it. The reactants are: [O:1]1[C:5]2[CH:6]=[CH:7][CH:8]=[CH:9][C:4]=2[CH:3]=[C:2]1[CH:10]=[N:11][S:12]([C:15]1[CH:25]=[CH:24][C:18]2[O:19][CH2:20][CH2:21][CH2:22][O:23][C:17]=2[CH:16]=1)(=[O:14])=[O:13].O1CCCC1.Br[Mg][C:33]1[CH:38]=[CH:37][CH:36]=[CH:35][C:34]=1[S:39][CH3:40]. (4) Given the product [CH2:3]([N:7]([CH2:1][C:20]1[S:19][C:18]([NH:17][C:16]([C:14]2[CH:15]=[C:10]([Cl:9])[C:11]([N:30]3[CH2:35][CH2:34][CH:33]([C:36]([O:38][CH2:39][CH3:40])=[O:37])[CH2:32][CH2:31]3)=[N:12][CH:13]=2)=[O:29])=[N:22][C:21]=1[C:23]1[S:24][CH:25]=[C:26]([Cl:28])[CH:27]=1)[CH3:8])[CH2:4][CH2:5][CH3:6], predict the reactants needed to synthesize it. The reactants are: [CH2:1]=O.[CH2:3]([NH:7][CH3:8])[CH2:4][CH2:5][CH3:6].[Cl:9][C:10]1[C:11]([N:30]2[CH2:35][CH2:34][CH:33]([C:36]([O:38][CH2:39][CH3:40])=[O:37])[CH2:32][CH2:31]2)=[N:12][CH:13]=[C:14]([C:16](=[O:29])[NH:17][C:18]2[S:19][CH:20]=[C:21]([C:23]3[S:24][CH:25]=[C:26]([Cl:28])[CH:27]=3)[N:22]=2)[CH:15]=1. (5) Given the product [N+:31]([C:26]1[CH:27]=[CH:28][CH:29]=[CH:30][C:25]=1[CH2:24][C:23]1[C:3]2[C:4](=[O:22])[N:5]([C:12]3[CH:17]=[CH:16][CH:15]=[C:14]([C:18]([F:19])([F:21])[F:20])[CH:13]=3)[C:6]3[N:7]=[CH:8][CH:9]=[CH:10][C:11]=3[C:2]=2[NH:37][N:36]=1)([O-:33])=[O:32], predict the reactants needed to synthesize it. The reactants are: O[C:2]1[C:11]2[C:6](=[N:7][CH:8]=[CH:9][CH:10]=2)[N:5]([C:12]2[CH:17]=[CH:16][CH:15]=[C:14]([C:18]([F:21])([F:20])[F:19])[CH:13]=2)[C:4](=[O:22])[C:3]=1[C:23](=O)[CH2:24][C:25]1[CH:30]=[CH:29][CH:28]=[CH:27][C:26]=1[N+:31]([O-:33])=[O:32].O.[NH2:36][NH2:37].C(=O)([O-])O.[Na+]. (6) Given the product [Br:12][CH2:6][C:4]1[C:3]2[CH:8]=[CH:9][CH:10]=[CH:11][C:2]=2[S:1][CH:5]=1, predict the reactants needed to synthesize it. The reactants are: [S:1]1[CH:5]=[C:4]([CH2:6]O)[C:3]2[CH:8]=[CH:9][CH:10]=[CH:11][C:2]1=2.[BrH:12].